This data is from Full USPTO retrosynthesis dataset with 1.9M reactions from patents (1976-2016). The task is: Predict the reactants needed to synthesize the given product. (1) Given the product [C:9]([O:13][C:14]([N:16]1[CH2:21][CH2:20][CH:19]([N:6]2[CH:5]=[C:4]([Br:3])[CH:8]=[N:7]2)[CH2:18][CH2:17]1)=[O:15])([CH3:12])([CH3:10])[CH3:11], predict the reactants needed to synthesize it. The reactants are: [H-].[Na+].[Br:3][C:4]1[CH:5]=[N:6][NH:7][CH:8]=1.[C:9]([O:13][C:14]([N:16]1[CH2:21][CH2:20][CH:19](OS(C)(=O)=O)[CH2:18][CH2:17]1)=[O:15])([CH3:12])([CH3:11])[CH3:10]. (2) Given the product [Br:1][C:2]1[CH:7]=[CH:6][C:5]([C:8](=[N:10][C:28]([C:18]2[C:27]3[C:22](=[CH:23][CH:24]=[CH:25][CH:26]=3)[CH:21]=[CH:20][CH:19]=2)=[O:29])[O:9][CH2:11][CH3:12])=[CH:4][CH:3]=1, predict the reactants needed to synthesize it. The reactants are: [Br:1][C:2]1[CH:7]=[CH:6][C:5]([C:8](=[NH:10])[O-:9])=[CH:4][CH:3]=1.[CH2:11](N(CC)CC)[CH3:12].[C:18]1([C:28](Cl)=[O:29])[C:27]2[C:22](=[CH:23][CH:24]=[CH:25][CH:26]=2)[CH:21]=[CH:20][CH:19]=1.